Dataset: Full USPTO retrosynthesis dataset with 1.9M reactions from patents (1976-2016). Task: Predict the reactants needed to synthesize the given product. Given the product [Cl:17][C:18]1[N:19]=[C:20]([C:24]([NH:1][C@H:2]2[CH2:7][CH2:6][N:5]([C:8]([O:10][C:11]([CH3:12])([CH3:13])[CH3:14])=[O:9])[CH2:4][C@H:3]2[O:15][CH3:16])=[O:25])[NH:21][C:22]=1[CH3:23], predict the reactants needed to synthesize it. The reactants are: [NH2:1][C@H:2]1[CH2:7][CH2:6][N:5]([C:8]([O:10][C:11]([CH3:14])([CH3:13])[CH3:12])=[O:9])[CH2:4][C@H:3]1[O:15][CH3:16].[Cl:17][C:18]1[N:19]=[C:20]([C:24](O)=[O:25])[NH:21][C:22]=1[CH3:23].CCN=C=NCCCN(C)C.Cl.C1C=CC2N(O)N=NC=2C=1.